This data is from Forward reaction prediction with 1.9M reactions from USPTO patents (1976-2016). The task is: Predict the product of the given reaction. (1) Given the reactants [CH3:1][N:2]([CH:4]=[O:5])C.[S:6](Cl)(Cl)=O.N1[CH:15]=[CH:14][CH:13]=[CH:12][C:11]=1C(O)=O.[CH2:19]1[CH2:23]O[CH2:21][CH2:20]1, predict the reaction product. The product is: [C:1]1([NH:2][C:4]([C:21]2[S:6][CH:23]=[CH:19][CH:20]=2)=[O:5])[CH:11]=[CH:12][CH:13]=[CH:14][CH:15]=1. (2) Given the reactants [F:1][C:2]1[CH:3]=[C:4]([C:9](=[O:32])[C:10](=[C:23]2[NH:27][C:26]3[CH:28]=[CH:29][CH:30]=[CH:31][C:25]=3[NH:24]2)[C:11]([C:13]2[CH:14]=[C:15]([S:19]([NH2:22])(=[O:21])=[O:20])[CH:16]=[CH:17][CH:18]=2)=[O:12])[CH:5]=[C:6]([F:8])[CH:7]=1.[C:33](OC(=O)C)(=[O:35])[CH3:34].N1C=CC=CC=1, predict the reaction product. The product is: [F:1][C:2]1[CH:3]=[C:4]([C:9](=[O:32])[C:10](=[C:23]2[NH:24][C:25]3[CH:31]=[CH:30][CH:29]=[CH:28][C:26]=3[NH:27]2)[C:11]([C:13]2[CH:14]=[C:15]([S:19]([NH:22][C:33](=[O:35])[CH3:34])(=[O:20])=[O:21])[CH:16]=[CH:17][CH:18]=2)=[O:12])[CH:5]=[C:6]([F:8])[CH:7]=1. (3) Given the reactants [CH2:1](Cl)[CH:2]=[CH2:3].[C:5](=[O:7])=O.Cl[C:9]1[CH:14]=CC=C[CH:10]=1.[CH3:15][CH2:16][CH2:17][CH2:18][CH2:19][CH3:20].[CH3:21]COC(C)=O, predict the reaction product. The product is: [CH2:1]([C:5]1([OH:7])[C:10](=[CH:9][CH3:14])[CH2:20][CH:19]2[CH2:18][CH:17]1[C:16]2([CH3:21])[CH3:15])[CH:2]=[CH2:3]. (4) Given the reactants [Br:1][C:2]1[C:7]([NH:8][C:9](=[O:14])[C:10]([F:13])([F:12])[F:11])=[CH:6][CH:5]=[C:4]([F:15])[N:3]=1.[CH2:16](Br)[CH:17]=[CH2:18].C(=O)([O-])[O-].[Na+].[Na+], predict the reaction product. The product is: [CH2:18]([N:8]([C:7]1[C:2]([Br:1])=[N:3][C:4]([F:15])=[CH:5][CH:6]=1)[C:9](=[O:14])[C:10]([F:12])([F:13])[F:11])[CH:17]=[CH2:16]. (5) The product is: [ClH:21].[Cl:21][C:22]1[CH:23]=[C:24]([NH:25][C:17]([C@H:14]2[CH2:13][CH2:12][C@@H:11]([NH:10][C:5]3[CH:4]=[C:3]([N:2]([CH3:1])[CH3:20])[N:8]=[C:7]([CH3:9])[N:6]=3)[CH2:16][CH2:15]2)=[O:19])[CH:26]=[CH:27][C:28]=1[F:29]. Given the reactants [CH3:1][N:2]([CH3:20])[C:3]1[N:8]=[C:7]([CH3:9])[N:6]=[C:5]([NH:10][C@@H:11]2[CH2:16][CH2:15][C@H:14]([C:17]([OH:19])=O)[CH2:13][CH2:12]2)[CH:4]=1.[Cl:21][C:22]1[CH:23]=[C:24]([CH:26]=[CH:27][C:28]=1[F:29])[NH2:25].C1C=CC2N(O)N=NC=2C=1.O.CCN=C=NCCCN(C)C.Cl.Cl, predict the reaction product. (6) Given the reactants [Br:1][C:2]1[CH:7]=[C:6]([CH3:8])[C:5]([OH:9])=[C:4]([CH3:10])[CH:3]=1.N1C=CN=C1.[CH:16]([Si:19](Cl)([CH:23]([CH3:25])[CH3:24])[CH:20]([CH3:22])[CH3:21])([CH3:18])[CH3:17], predict the reaction product. The product is: [Br:1][C:2]1[CH:7]=[C:6]([CH3:8])[C:5]([O:9][Si:19]([CH:23]([CH3:25])[CH3:24])([CH:20]([CH3:22])[CH3:21])[CH:16]([CH3:18])[CH3:17])=[C:4]([CH3:10])[CH:3]=1. (7) Given the reactants [Si:1]([O:8][CH2:9][CH2:10][CH2:11][N:12]1[C:17](=[O:18])[C:16]2[C:19]([CH:24]([C:26]3[CH:31]=[CH:30][C:29]([Cl:32])=[CH:28][CH:27]=3)[OH:25])=[C:20](Cl)[N:21]=[CH:22][C:15]=2[N:14]([CH3:33])[C:13]1=[O:34])([C:4]([CH3:7])([CH3:6])[CH3:5])([CH3:3])[CH3:2].[CH:35]([C:38]1[CH:43]=[CH:42][CH:41]=[CH:40][C:39]=1B(O)O)([CH3:37])[CH3:36].C([O-])(O)=O.[Na+].[O-]P([O-])([O-])=O.[K+].[K+].[K+], predict the reaction product. The product is: [Si:1]([O:8][CH2:9][CH2:10][CH2:11][N:12]1[C:17](=[O:18])[C:16]2[C:19]([CH:24]([C:26]3[CH:31]=[CH:30][C:29]([Cl:32])=[CH:28][CH:27]=3)[OH:25])=[C:20]([C:39]3[CH:40]=[CH:41][CH:42]=[CH:43][C:38]=3[CH:35]([CH3:37])[CH3:36])[N:21]=[CH:22][C:15]=2[N:14]([CH3:33])[C:13]1=[O:34])([C:4]([CH3:7])([CH3:6])[CH3:5])([CH3:3])[CH3:2]. (8) Given the reactants [F:1][C:2]([C:5]1[N:10]=[N:9][C:8]([O:11][CH3:12])=[C:7]([CH2:13]O)[CH:6]=1)([F:4])[CH3:3].CCN(CC)CC.CS([Cl:26])(=O)=O, predict the reaction product. The product is: [Cl:26][CH2:13][C:7]1[CH:6]=[C:5]([C:2]([F:4])([F:1])[CH3:3])[N:10]=[N:9][C:8]=1[O:11][CH3:12]. (9) Given the reactants [F:1][C:2]([F:29])([F:28])[C:3]1[CH:4]=[C:5]([C:13]([CH3:27])([CH3:26])[C:14]([N:16]([C:18]2[CH:19]=[N:20][C:21]([Cl:25])=[CH:22][C:23]=2I)[CH3:17])=[O:15])[CH:6]=[C:7]([C:9]([F:12])([F:11])[F:10])[CH:8]=1.[CH3:30][C:31]1[CH:36]=[CH:35][N:34]=[CH:33][C:32]=1B(O)O.C(=O)([O-])[O-].[Na+].[Na+], predict the reaction product. The product is: [F:1][C:2]([F:29])([F:28])[C:3]1[CH:4]=[C:5]([C:13]([CH3:27])([CH3:26])[C:14]([N:16]([C:18]2[CH:19]=[N:20][C:21]([Cl:25])=[CH:22][C:23]=2[C:32]2[CH:33]=[N:34][CH:35]=[CH:36][C:31]=2[CH3:30])[CH3:17])=[O:15])[CH:6]=[C:7]([C:9]([F:12])([F:11])[F:10])[CH:8]=1.